This data is from Catalyst prediction with 721,799 reactions and 888 catalyst types from USPTO. The task is: Predict which catalyst facilitates the given reaction. (1) Reactant: [O:1]1[CH2:5][CH2:4][CH2:3][CH:2]1[CH2:6][CH2:7][C:8]1[CH:15]=[CH:14][C:11]([CH:12]=O)=[CH:10][CH:9]=1.[N+:16]([CH3:19])([O-:18])=[O:17].C([O-])(=O)C.[NH4+]. Product: [O:1]1[CH2:5][CH2:4][CH2:3][CH:2]1[CH2:6][CH2:7][C:8]1[CH:15]=[CH:14][C:11](/[CH:12]=[CH:19]/[N+:16]([O-:18])=[O:17])=[CH:10][CH:9]=1. The catalyst class is: 15. (2) Reactant: CC([N:5]([C@@H:9]([CH2:22][C:23]1[CH:24]=[N:25][CH:26]=[CH:27][CH:28]=1)[CH2:10][N:11]1[C:19](=[O:20])[C:18]2[C:13](=[CH:14][CH:15]=[CH:16][CH:17]=2)[C:12]1=[O:21])C(=O)[O-])(C)C.Cl. Product: [NH2:5][C@@H:9]([CH2:22][C:23]1[CH:24]=[N:25][CH:26]=[CH:27][CH:28]=1)[CH2:10][N:11]1[C:12](=[O:21])[C:13]2[C:18](=[CH:17][CH:16]=[CH:15][CH:14]=2)[C:19]1=[O:20]. The catalyst class is: 135.